This data is from Forward reaction prediction with 1.9M reactions from USPTO patents (1976-2016). The task is: Predict the product of the given reaction. Given the reactants Cl[CH2:2][CH2:3][CH2:4][S:5]([O:8][CH2:9][C:10]([CH3:35])([CH3:34])[C@@H:11]([O:26][CH2:27][C:28]1[CH:33]=[CH:32][CH:31]=[CH:30][CH:29]=1)[C:12]([O:14][CH2:15][CH2:16][O:17][C:18]([CH:20]1[CH2:25][CH2:24][CH2:23][CH2:22][CH2:21]1)=[O:19])=[O:13])(=[O:7])=[O:6].[N-:36]=[N+:37]=[N-:38].[Na+], predict the reaction product. The product is: [N:36]([CH2:2][CH2:3][CH2:4][S:5]([O:8][CH2:9][C:10]([CH3:35])([CH3:34])[C@@H:11]([O:26][CH2:27][C:28]1[CH:33]=[CH:32][CH:31]=[CH:30][CH:29]=1)[C:12]([O:14][CH2:15][CH2:16][O:17][C:18]([CH:20]1[CH2:25][CH2:24][CH2:23][CH2:22][CH2:21]1)=[O:19])=[O:13])(=[O:7])=[O:6])=[N+:37]=[N-:38].